From a dataset of NCI-60 drug combinations with 297,098 pairs across 59 cell lines. Regression. Given two drug SMILES strings and cell line genomic features, predict the synergy score measuring deviation from expected non-interaction effect. Synergy scores: CSS=26.7, Synergy_ZIP=-2.78, Synergy_Bliss=3.62, Synergy_Loewe=5.17, Synergy_HSA=5.33. Drug 2: CC1=C(C(=CC=C1)Cl)NC(=O)C2=CN=C(S2)NC3=CC(=NC(=N3)C)N4CCN(CC4)CCO. Cell line: MDA-MB-231. Drug 1: C1=CN(C(=O)N=C1N)C2C(C(C(O2)CO)O)O.Cl.